Dataset: Forward reaction prediction with 1.9M reactions from USPTO patents (1976-2016). Task: Predict the product of the given reaction. (1) Given the reactants [CH3:1][C:2]([C:4]1[CH:9]=[CH:8][CH:7]=[C:6]([NH2:10])[CH:5]=1)=[O:3].N1C=CC=CC=1.[CH2:17]([S:20](Cl)(=[O:22])=[O:21])[CH2:18][CH3:19].O, predict the reaction product. The product is: [C:2]([C:4]1[CH:5]=[C:6]([NH:10][S:20]([CH2:17][CH2:18][CH3:19])(=[O:22])=[O:21])[CH:7]=[CH:8][CH:9]=1)(=[O:3])[CH3:1]. (2) The product is: [CH2:1]([O:8][C:9](=[O:27])[CH2:10][NH:11][C:12](=[O:26])[C@@H:13]1[CH2:17][C@H:16]([CH3:18])[CH2:15][N:14]1[C:19](=[O:21])[C@@H:46]1[CH2:50][C@@H:51]([CH3:53])[CH2:52][N:45]1[C:43]([O:42][CH2:41][CH:39]1[C:40]2[CH:28]=[CH:29][CH:30]=[CH:31][C:32]=2[C:33]2[C:38]1=[CH:37][CH:36]=[CH:35][CH:34]=2)=[O:44])[C:2]1[CH:3]=[CH:4][CH:5]=[CH:6][CH:7]=1. Given the reactants [CH2:1]([O:8][C:9](=[O:27])[CH2:10][NH:11][C:12](=[O:26])[C@@H:13]1[CH2:17][C@H:16]([CH3:18])[CH2:15][N:14]1[C:19]([O:21]C(C)(C)C)=O)[C:2]1[CH:7]=[CH:6][CH:5]=[CH:4][CH:3]=1.[CH:28]1[C:40]2[CH:39]([CH2:41][O:42][C:43]([N:45]3[CH2:52][C@H:51]([CH3:53])[CH2:50][C@H:46]3C(O)=O)=[O:44])[C:38]3[C:33](=[CH:34][CH:35]=[CH:36][CH:37]=3)[C:32]=2[CH:31]=[CH:30][CH:29]=1.C1CN([P+](Br)(N2CCCC2)N2CCCC2)CC1.F[P-](F)(F)(F)(F)F.CCN(C(C)C)C(C)C, predict the reaction product. (3) Given the reactants C(OC(=O)[NH:7][C:8]1[CH:13]=[CH:12][C:11]([O:14][C:15]([F:18])([F:17])[F:16])=[CH:10][C:9]=1[NH:19][C:20](=[O:36])[CH2:21][C:22](=O)[C:23]1[CH:28]=[CH:27][CH:26]=[C:25]([C:29]2[CH:30]=[N:31][CH:32]=[CH:33][CH:34]=2)[CH:24]=1)(C)(C)C.C(O)(C(F)(F)F)=O, predict the reaction product. The product is: [N:31]1[CH:32]=[CH:33][CH:34]=[C:29]([C:25]2[CH:24]=[C:23]([C:22]3[CH2:21][C:20](=[O:36])[NH:19][C:9]4[CH:10]=[C:11]([O:14][C:15]([F:18])([F:17])[F:16])[CH:12]=[CH:13][C:8]=4[N:7]=3)[CH:28]=[CH:27][CH:26]=2)[CH:30]=1. (4) Given the reactants [OH:1][CH:2]1[CH:7]([C:8]2[CH:13]=[CH:12][C:11]([CH2:14][CH2:15][O:16][C:17]([C:30]3[CH:35]=[CH:34][CH:33]=[CH:32][CH:31]=3)([C:24]3[CH:29]=[CH:28][CH:27]=[CH:26][CH:25]=3)[C:18]3[CH:23]=[CH:22][CH:21]=[CH:20][CH:19]=3)=[CH:10][CH:9]=2)[CH2:6][CH2:5][N:4]([C:36]([O:38][C:39]([CH3:42])([CH3:41])[CH3:40])=[O:37])[CH2:3]1.Cl[CH2:44][C:45]1[CH:46]=[C:47]([O:55][CH2:56][O:57][CH2:58][CH2:59][Si:60]([CH3:63])([CH3:62])[CH3:61])[C:48]2[C:53]([CH:54]=1)=[CH:52][CH:51]=[CH:50][CH:49]=2, predict the reaction product. The product is: [CH3:61][Si:60]([CH3:62])([CH3:63])[CH2:59][CH2:58][O:57][CH2:56][O:55][C:47]1[C:48]2[C:53](=[CH:52][CH:51]=[CH:50][CH:49]=2)[CH:54]=[C:45]([CH2:44][O:1][CH:2]2[CH:7]([C:8]3[CH:13]=[CH:12][C:11]([CH2:14][CH2:15][O:16][C:17]([C:18]4[CH:23]=[CH:22][CH:21]=[CH:20][CH:19]=4)([C:24]4[CH:25]=[CH:26][CH:27]=[CH:28][CH:29]=4)[C:30]4[CH:31]=[CH:32][CH:33]=[CH:34][CH:35]=4)=[CH:10][CH:9]=3)[CH2:6][CH2:5][N:4]([C:36]([O:38][C:39]([CH3:42])([CH3:41])[CH3:40])=[O:37])[CH2:3]2)[CH:46]=1. (5) Given the reactants [F:1][C:2]1[CH:7]=[CH:6][CH:5]=[C:4]([N+:8]([O-:10])=[O:9])[C:3]=1F.[OH:12][C:13]1[CH:23]=[CH:22][CH:21]=[C:20]([CH3:24])[C:14]=1[C:15]([O:17][CH2:18][CH3:19])=[O:16].C(=O)([O-])[O-].[K+].[K+], predict the reaction product. The product is: [F:1][C:2]1[CH:7]=[CH:6][CH:5]=[C:4]([N+:8]([O-:10])=[O:9])[C:3]=1[O:12][C:13]1[CH:23]=[CH:22][CH:21]=[C:20]([CH3:24])[C:14]=1[C:15]([O:17][CH2:18][CH3:19])=[O:16]. (6) Given the reactants [C:1]([O:5][C:6]([N:8]1[CH2:15][CH2:14][C:11]2([O:13][CH2:12]2)[CH2:10][CH2:9]1)=[O:7])([CH3:4])([CH3:3])[CH3:2].B(F)(F)[F:17].CCOCC, predict the reaction product. The product is: [C:1]([O:5][C:6]([N:8]1[CH2:15][CH2:14][C:11]([F:17])([CH2:12][OH:13])[CH2:10][CH2:9]1)=[O:7])([CH3:4])([CH3:3])[CH3:2].